Dataset: Full USPTO retrosynthesis dataset with 1.9M reactions from patents (1976-2016). Task: Predict the reactants needed to synthesize the given product. (1) Given the product [C:3]1([CH2:9][CH2:10][I:1])[CH:8]=[CH:7][CH:6]=[CH:5][CH:4]=1, predict the reactants needed to synthesize it. The reactants are: [I:1]I.[C:3]1([CH2:9][CH2:10]O)[CH:8]=[CH:7][CH:6]=[CH:5][CH:4]=1.C1(P(C2C=CC=CC=2)C2C=CC=CC=2)C=CC=CC=1.N1C=CN=C1. (2) The reactants are: [C:1]([O:5][C:6](=[O:29])[NH:7][CH:8]([C:17](=[C:19]1C(=O)OC(C)(C)[O:21][C:20]1=O)[OH:18])[CH2:9][CH2:10][C:11]1[CH:16]=[CH:15][CH:14]=[CH:13][CH:12]=1)([CH3:4])([CH3:3])[CH3:2]. Given the product [C:1]([O:5][C:6]([N:7]1[C:20](=[O:21])[CH:19]=[C:17]([OH:18])[CH:8]1[CH2:9][CH2:10][C:11]1[CH:16]=[CH:15][CH:14]=[CH:13][CH:12]=1)=[O:29])([CH3:4])([CH3:3])[CH3:2], predict the reactants needed to synthesize it. (3) Given the product [CH3:22][C:20]1[C:12]([C:13]#[N:14])=[C:9]2[NH:8][C:7]([C:3]3[CH:2]=[N:1][CH:6]=[CH:5][CH:4]=3)=[N:11][N:10]2[C:18](=[O:17])[C:19]=1[C:23]1[CH:28]=[CH:27][CH:26]=[CH:25][CH:24]=1, predict the reactants needed to synthesize it. The reactants are: [N:1]1[CH:6]=[CH:5][CH:4]=[C:3]([C:7]2[N:8]=[C:9]([CH2:12][C:13]#[N:14])[NH:10][N:11]=2)[CH:2]=1.C([O:17][C:18](=O)[CH:19]([C:23]1[CH:28]=[CH:27][CH:26]=[CH:25][CH:24]=1)[C:20]([CH3:22])=O)C.C([O-])(=O)C.[NH4+]. (4) Given the product [CH:7]([C:6]1[CH:9]=[CH:10][C:3]([CH2:1][NH:23][CH2:22][CH2:21][CH2:20][CH2:19][CH2:18][CH2:17][NH:16][CH2:15][CH:14]([O:13][CH2:11][CH3:12])[O:24][CH2:25][CH3:26])=[CH:4][CH:5]=1)=[CH2:8], predict the reactants needed to synthesize it. The reactants are: [CH:1]([C:3]1[CH:10]=[CH:9][C:6]([CH:7]=[CH2:8])=[CH:5][CH:4]=1)=O.[CH2:11]([O:13][CH:14]([O:24][CH2:25][CH3:26])[CH2:15][NH:16][CH2:17][CH2:18][CH2:19][CH2:20][CH2:21][CH2:22][NH2:23])[CH3:12].[BH4-].[Na+]. (5) Given the product [ClH:19].[CH:1]([NH:4][C:5]1[N:10]=[C:9]([NH:11][CH2:12][C:13]#[CH:14])[N:8]=[C:7]([N:15]([CH3:18])[O:16][CH3:17])[N:6]=1)([CH3:3])[CH3:2], predict the reactants needed to synthesize it. The reactants are: [CH:1]([NH:4][C:5]1[N:10]=[C:9]([NH:11][CH2:12][C:13]#[CH:14])[N:8]=[C:7]([N:15]([CH3:18])[O:16][CH3:17])[N:6]=1)([CH3:3])[CH3:2].[ClH:19].C(OCC)C.Cl.CON(C)C1N=C(NCCC)N=C(NCC#C)N=1. (6) Given the product [CH3:21][C:19]1[CH:18]=[CH:17][CH:16]=[C:15]2[C:20]=1[C:12](=[CH:11][C:10]1[NH:9][CH:8]=[C:7]([CH3:26])[C:6]=1[CH2:5][CH2:4][C:1]([OH:3])=[O:2])[C:13](=[O:22])[NH:14]2, predict the reactants needed to synthesize it. The reactants are: [C:1]([CH2:4][CH2:5][C:6]1[C:7]([CH3:26])=[C:8](C(O)=O)[NH:9][C:10]=1[CH:11]=[C:12]1[C:20]2[C:15](=[CH:16][CH:17]=[CH:18][C:19]=2[CH3:21])[NH:14][C:13]1=[O:22])([OH:3])=[O:2].[OH-].[K+].O.Cl. (7) Given the product [CH2:1]([N:8]1[CH2:13][CH2:12][C:11]([NH:16][CH2:17][CH3:18])([C:14]([NH2:15])=[O:19])[CH2:10][CH2:9]1)[C:2]1[CH:3]=[CH:4][CH:5]=[CH:6][CH:7]=1, predict the reactants needed to synthesize it. The reactants are: [CH2:1]([N:8]1[CH2:13][CH2:12][C:11]([NH:16][CH2:17][CH3:18])([C:14]#[N:15])[CH2:10][CH2:9]1)[C:2]1[CH:7]=[CH:6][CH:5]=[CH:4][CH:3]=1.[OH:19]S(O)(=O)=O.